The task is: Predict the product of the given reaction.. This data is from Forward reaction prediction with 1.9M reactions from USPTO patents (1976-2016). (1) The product is: [Cl:29][C:16]1[CH:15]=[C:14]([N:5]([C:6]2[CH:11]=[CH:10][C:9]([F:12])=[CH:8][C:7]=2[CH3:13])[C:4]([O:3][CH2:2][O:36][C:31](=[O:35])[CH2:32][CH2:33][CH3:34])=[O:30])[CH:19]=[CH:18][C:17]=1[C:20](=[O:28])[C:21]1[CH:26]=[CH:25][CH:24]=[CH:23][C:22]=1[CH3:27]. Given the reactants Cl[CH2:2][O:3][C:4](=[O:30])[N:5]([C:14]1[CH:19]=[CH:18][C:17]([C:20](=[O:28])[C:21]2[CH:26]=[CH:25][CH:24]=[CH:23][C:22]=2[CH3:27])=[C:16]([Cl:29])[CH:15]=1)[C:6]1[CH:11]=[CH:10][C:9]([F:12])=[CH:8][C:7]=1[CH3:13].[C:31]([O-:36])(=[O:35])[CH2:32][CH2:33][CH3:34].C([N+](CCCC)(CCCC)CCCC)CCC, predict the reaction product. (2) Given the reactants [N:1]1([CH2:6][CH2:7][O:8][C:9]2[CH:14]=[CH:13][C:12]([NH:15][CH:16]([C:21]3[CH:26]=[CH:25][C:24]([O:27][CH:28]4[CH2:33][CH2:32][CH2:31][CH2:30][O:29]4)=[CH:23][CH:22]=3)[CH2:17][CH2:18][CH2:19][CH3:20])=[CH:11][CH:10]=2)[CH2:5][CH2:4][CH2:3][CH2:2]1.C(N(CC)CC)C.[C:41](Cl)(=[O:50])[CH2:42][CH2:43][C:44]1[CH:49]=[CH:48][CH:47]=[CH:46][CH:45]=1.C(=O)(O)[O-].[Na+], predict the reaction product. The product is: [C:44]1([CH2:43][CH2:42][C:41]([N:15]([C:12]2[CH:11]=[CH:10][C:9]([O:8][CH2:7][CH2:6][N:1]3[CH2:2][CH2:3][CH2:4][CH2:5]3)=[CH:14][CH:13]=2)[CH:16]([C:21]2[CH:22]=[CH:23][C:24]([O:27][CH:28]3[CH2:33][CH2:32][CH2:31][CH2:30][O:29]3)=[CH:25][CH:26]=2)[CH2:17][CH2:18][CH2:19][CH3:20])=[O:50])[CH:49]=[CH:48][CH:47]=[CH:46][CH:45]=1.